Task: Predict the reaction yield, written as a fraction of the theoretical maximum amount of product (1.0 means a 100% yield; for example, 0.34 means a 34% yield).. Dataset: Reaction yield outcomes from USPTO patents with 853,638 reactions (1) The reactants are [NH2:1][CH:2]1[CH2:5][N:4]([C:6]([C:8]2[CH:9]=[C:10]([CH:23]=[CH:24][C:25]=2[F:26])[CH2:11][C:12]2[C:21]3[C:16](=[CH:17][CH:18]=[CH:19][CH:20]=3)[C:15](=[O:22])[NH:14][N:13]=2)=[O:7])[CH2:3]1.[C:27]1(=O)[CH2:30][CH2:29][CH2:28]1.C[Si]([C:36]#[N:37])(C)C. No catalyst specified. The product is [F:26][C:25]1[CH:24]=[CH:23][C:10]([CH2:11][C:12]2[C:21]3[C:16](=[CH:17][CH:18]=[CH:19][CH:20]=3)[C:15](=[O:22])[NH:14][N:13]=2)=[CH:9][C:8]=1[C:6]([N:4]1[CH2:3][CH:2]([NH:1][C:27]2([C:36]#[N:37])[CH2:30][CH2:29][CH2:28]2)[CH2:5]1)=[O:7]. The yield is 0.580. (2) The reactants are C(OC(=O)[NH:7][C@H:8]([CH2:29][C:30]1[CH:35]=[CH:34][C:33]([Cl:36])=[CH:32][CH:31]=1)[C:9]([N:11]1[CH2:16][CH2:15][CH:14]([C:17]2[CH:18]=[C:19]([C:23]3[CH:28]=[CH:27][CH:26]=[CH:25][CH:24]=3)[CH:20]=[CH:21][CH:22]=2)[CH2:13][CH2:12]1)=[O:10])(C)(C)C.C(O)(C(F)(F)F)=O. The catalyst is C(Cl)Cl. The product is [ClH:36].[NH2:7][C@H:8]([CH2:29][C:30]1[CH:31]=[CH:32][C:33]([Cl:36])=[CH:34][CH:35]=1)[C:9]([N:11]1[CH2:16][CH2:15][CH:14]([C:17]2[CH:18]=[C:19]([C:23]3[CH:28]=[CH:27][CH:26]=[CH:25][CH:24]=3)[CH:20]=[CH:21][CH:22]=2)[CH2:13][CH2:12]1)=[O:10]. The yield is 0.850. (3) The reactants are [Cl:1][C:2]1[CH:3]=[C:4]([C:9]([C:12]2[N:16]([C:17]3[CH:22]=[CH:21][C:20]([F:23])=[CH:19][CH:18]=3)[C:15](S)=[N:14][CH:13]=2)([CH3:11])[CH3:10])[CH:5]=[CH:6][C:7]=1[Cl:8].OO.[OH-].[Na+]. The catalyst is C(Cl)Cl.CC(O)=O. The product is [Cl:1][C:2]1[CH:3]=[C:4]([C:9]([C:12]2[N:16]([C:17]3[CH:18]=[CH:19][C:20]([F:23])=[CH:21][CH:22]=3)[CH:15]=[N:14][CH:13]=2)([CH3:11])[CH3:10])[CH:5]=[CH:6][C:7]=1[Cl:8]. The yield is 0.690. (4) The reactants are [CH2:1]([C:3]1[CH:10]=[CH:9][C:6]([C:7]#[N:8])=[C:5]([O:11][C:12]2[CH:17]=[CH:16][CH:15]=[C:14]([CH:18]=O)[C:13]=2[O:20][CH3:21])[N:4]=1)[CH3:2].CN.[C:24]([BH3-])#[N:25].[Na+].[C:28]([OH:35])(=[O:34])/[CH:29]=[CH:30]/[C:31]([OH:33])=[O:32]. The catalyst is C(O)(=O)C.CO. The product is [C:28]([OH:35])(=[O:34])/[CH:29]=[CH:30]/[C:31]([OH:33])=[O:32].[C:28]([OH:35])(=[O:34])/[CH:29]=[CH:30]/[C:31]([OH:33])=[O:32].[CH2:1]([C:3]1[CH:10]=[CH:9][C:6]([C:7]#[N:8])=[C:5]([O:11][C:12]2[CH:17]=[CH:16][CH:15]=[C:14]([CH2:18][NH:25][CH3:24])[C:13]=2[O:20][CH3:21])[N:4]=1)[CH3:2]. The yield is 0.320.